From a dataset of TCR-epitope binding with 47,182 pairs between 192 epitopes and 23,139 TCRs. Binary Classification. Given a T-cell receptor sequence (or CDR3 region) and an epitope sequence, predict whether binding occurs between them. (1) The epitope is LLMPILTLT. The TCR CDR3 sequence is CASSHEAVPAETQYF. Result: 1 (the TCR binds to the epitope). (2) The epitope is TVYDPLQPELDSFK. The TCR CDR3 sequence is CASSPTLAAVREQYF. Result: 0 (the TCR does not bind to the epitope). (3) The epitope is FADDLNQLTGY. The TCR CDR3 sequence is CASSQNRDRFYEQYF. Result: 0 (the TCR does not bind to the epitope).